From a dataset of Reaction yield outcomes from USPTO patents with 853,638 reactions. Predict the reaction yield, written as a fraction of the theoretical maximum amount of product (1.0 means a 100% yield; for example, 0.34 means a 34% yield). (1) The reactants are [O:1]1[C:5]2[CH:6]=[CH:7][C:8]([C:10]3[S:11][CH:12]=[C:13]([C:15]([OH:17])=O)[N:14]=3)=[CH:9][C:4]=2[CH2:3][CH2:2]1.[NH:18]1[C:22]([NH2:23])=[N:21][CH:20]=[N:19]1.F[P-](F)(F)(F)(F)F.N1([O:40][C:41]([N:45]([CH3:47])C)=[N+](C)C)C2C=CC=CC=2N=N1.N1C=CC=[CH:50][CH:49]=1. No catalyst specified. The product is [CH:47]1([NH:45][C:41]([C:20]2[N:21]=[C:22]([NH:23][C:15]([C:13]3[N:14]=[C:10]([C:8]4[CH:7]=[CH:6][C:5]5[O:1][CH2:2][CH2:3][C:4]=5[CH:9]=4)[S:11][CH:12]=3)=[O:17])[NH:18][N:19]=2)=[O:40])[CH2:50][CH2:49]1. The yield is 0.670. (2) The reactants are [F:1][C:2]1[CH:16]=[CH:15][C:5]([O:6][C:7]2[N:12]=[CH:11][C:10]([CH:13]=O)=[CH:9][CH:8]=2)=[CH:4][CH:3]=1.[N+:17]([CH3:20])([O-:19])=[O:18].C([O-])(=O)C.[NH4+].[BH4-].[Na+]. The catalyst is O.C(O)(=O)C. The product is [F:1][C:2]1[CH:16]=[CH:15][C:5]([O:6][C:7]2[CH:8]=[CH:9][C:10]([CH2:13][CH2:20][N+:17]([O-:19])=[O:18])=[CH:11][N:12]=2)=[CH:4][CH:3]=1. The yield is 0.700. (3) The reactants are Br[C:2]1[S:6][C:5]2[CH:7]=[CH:8][CH:9]=[CH:10][C:4]=2[CH:3]=1.[N:11]1[CH:16]=[CH:15][CH:14]=[CH:13][CH:12]=1.[Cu]C#N.C(N)CN. The catalyst is CN(C)C=O.O. The product is [C:12]([C:10]1[C:4]2[CH:3]=[CH:2][S:6][C:5]=2[CH:7]=[CH:8][CH:9]=1)#[N:11].[C:16]([C:15]1[CH:14]=[CH:13][C:12]2[CH:3]=[CH:2][S:6][C:5]=2[CH:4]=1)#[N:11]. The yield is 0.390. (4) The reactants are [CH:1]1([CH2:6][C@H:7]([C:19]2[CH:24]=[CH:23][C:22]([Cl:25])=[C:21]([Cl:26])[CH:20]=2)[C:8](N2[C@@H](C(C)C)COC2=O)=[O:9])[CH2:5][CH2:4][CH2:3][CH2:2]1.[OH:27]O.[OH-].[Li+]. The catalyst is O1CCCC1.O. The product is [CH:1]1([CH2:6][C@H:7]([C:19]2[CH:24]=[CH:23][C:22]([Cl:25])=[C:21]([Cl:26])[CH:20]=2)[C:8]([OH:9])=[O:27])[CH2:2][CH2:3][CH2:4][CH2:5]1. The yield is 0.700. (5) The reactants are [Cl:1][S:2]([OH:5])(=O)=[O:3].[NH:6]1[C:14]2[C:9](=[CH:10][CH:11]=[CH:12][CH:13]=2)[CH2:8][C:7]1=[O:15]. The catalyst is O. The product is [Cl:1][S:2]([C:11]1[CH:10]=[C:9]2[C:14](=[CH:13][CH:12]=1)[NH:6][C:7](=[O:15])[CH2:8]2)(=[O:5])=[O:3]. The yield is 0.500. (6) The reactants are CCN(C(C)C)C(C)C.Cl.[NH2:11][C@@H:12]([CH:20]([CH3:22])[CH3:21])[C:13]([O:15][C:16]([CH3:19])([CH3:18])[CH3:17])=[O:14].Cl[C:24]([O:26][CH3:27])=[O:25]. The catalyst is C1COCC1. The product is [CH3:27][O:26][C:24]([NH:11][C@@H:12]([CH:20]([CH3:22])[CH3:21])[C:13]([O:15][C:16]([CH3:17])([CH3:19])[CH3:18])=[O:14])=[O:25]. The yield is 0.990. (7) The reactants are Cl.[CH3:2][NH:3][O:4][CH3:5].[CH3:6][O:7][C:8]1[CH:16]=[C:15]([CH3:17])[C:11]([C:12]([OH:14])=O)=[C:10]([O:18][CH2:19][O:20][CH3:21])[CH:9]=1.Cl.C(N=C=NCCCN(C)C)C.ON1C2C=CC=CC=2N=N1. The catalyst is C(N(CC)CC)C.CN(C)C=O. The product is [CH3:5][O:4][N:3]([CH3:2])[C:12](=[O:14])[C:11]1[C:15]([CH3:17])=[CH:16][C:8]([O:7][CH3:6])=[CH:9][C:10]=1[O:18][CH2:19][O:20][CH3:21]. The yield is 0.870. (8) The reactants are Br[C:2]1[N:7]=[C:6]([CH2:8][O:9][Si:10]([C:13]([CH3:16])([CH3:15])[CH3:14])([CH3:12])[CH3:11])[CH:5]=[CH:4][CH:3]=1.[C:17]1(=[O:23])[CH2:22][CH2:21][CH2:20][CH2:19][CH2:18]1. No catalyst specified. The product is [Si:10]([O:9][CH2:8][C:6]1[N:7]=[C:2]([C:17]2([OH:23])[CH2:22][CH2:21][CH2:20][CH2:19][CH2:18]2)[CH:3]=[CH:4][CH:5]=1)([C:13]([CH3:16])([CH3:15])[CH3:14])([CH3:12])[CH3:11]. The yield is 0.150. (9) The reactants are [NH:1]1[CH:8]=[CH:7][C:5](=[O:6])[NH:4][C:2]1=[O:3].C(O[CH:13]1[C@H:17]([O:18][C:19](=[O:21])[CH3:20])[C@H:16]([O:22][CH2:23][C:24]2[CH:29]=[CH:28][CH:27]=[CH:26][CH:25]=2)[C@:15]([CH2:33][O:34][CH2:35][C:36]2[CH:41]=[CH:40][CH:39]=[CH:38][CH:37]=2)([CH:30]([F:32])[F:31])[O:14]1)(=O)C.Cl[Sn](Cl)(Cl)Cl. The catalyst is CC#N. The product is [C:19]([O:18][C@@H:17]1[C@H:16]([O:22][CH2:23][C:24]2[CH:29]=[CH:28][CH:27]=[CH:26][CH:25]=2)[C@:15]([CH2:33][O:34][CH2:35][C:36]2[CH:37]=[CH:38][CH:39]=[CH:40][CH:41]=2)([CH:30]([F:31])[F:32])[O:14][C@H:13]1[N:1]1[CH:8]=[CH:7][C:5](=[O:6])[NH:4][C:2]1=[O:3])(=[O:21])[CH3:20]. The yield is 0.400. (10) The reactants are Cl.[F:2][C:3]1[C:8]([C:9]2[C:10](=[O:16])[NH:11][C:12](=[O:15])[NH:13][CH:14]=2)=[CH:7][C:6]([CH3:17])=[CH:5][N:4]=1.C([O-])([O-])=O.[K+].[K+].Br[CH2:25][CH2:26][CH:27]([O:30][CH3:31])[O:28][CH3:29].O. The catalyst is CN(C=O)C. The product is [F:2][C:3]1[C:8]([C:9]2[C:10](=[O:16])[NH:11][C:12](=[O:15])[N:13]([CH2:25][CH2:26][CH:27]([O:30][CH3:31])[O:28][CH3:29])[CH:14]=2)=[CH:7][C:6]([CH3:17])=[CH:5][N:4]=1. The yield is 0.530.